Dataset: Full USPTO retrosynthesis dataset with 1.9M reactions from patents (1976-2016). Task: Predict the reactants needed to synthesize the given product. (1) Given the product [C:1]1([C:7]2[O:11][N:10]=[C:9]([CH2:12][OH:13])[CH:8]=2)[CH:2]=[CH:3][CH:4]=[CH:5][CH:6]=1, predict the reactants needed to synthesize it. The reactants are: [C:1]1([C:7]2[O:11][N:10]=[C:9]([C:12](OCC)=[O:13])[CH:8]=2)[CH:6]=[CH:5][CH:4]=[CH:3][CH:2]=1.[H-].[Al+3].[Li+].[H-].[H-].[H-].O.Cl. (2) Given the product [F:23][CH2:24][CH2:25][CH2:26][N:13]1[CH2:14][CH2:15][N:10]([C:6]2[CH:7]=[CH:8][CH:9]=[C:4]([N+:1]([O-:3])=[O:2])[CH:5]=2)[CH2:11][CH2:12]1, predict the reactants needed to synthesize it. The reactants are: [N+:1]([C:4]1[CH:5]=[C:6]([N:10]2[CH2:15][CH2:14][NH:13][CH2:12][CH2:11]2)[CH:7]=[CH:8][CH:9]=1)([O-:3])=[O:2].Cl.C(=O)([O-])[O-].[K+].[K+].[F:23][CH2:24][CH2:25][CH2:26]I. (3) Given the product [F:1][C:2]1[CH:7]=[CH:6][CH:5]=[CH:4][C:3]=1[C@H:8]1[C:12]([C:20]2[CH:25]=[CH:24][C:23]([F:26])=[CH:22][CH:21]=2)([C:13]2[CH:14]=[CH:15][C:16]([F:19])=[CH:17][CH:18]=2)[O:11][C:10](=[O:27])[N:9]1[CH2:31][C:30]([O:29][CH3:28])=[O:33], predict the reactants needed to synthesize it. The reactants are: [F:1][C:2]1[CH:7]=[CH:6][CH:5]=[CH:4][C:3]=1[C@H:8]1[C:12]([C:20]2[CH:25]=[CH:24][C:23]([F:26])=[CH:22][CH:21]=2)([C:13]2[CH:18]=[CH:17][C:16]([F:19])=[CH:15][CH:14]=2)[O:11][C:10](=[O:27])[NH:9]1.[CH3:28][O:29][C:30](=[O:33])[CH2:31]Br.